From a dataset of Full USPTO retrosynthesis dataset with 1.9M reactions from patents (1976-2016). Predict the reactants needed to synthesize the given product. Given the product [CH3:34][S:33][C:31]1[O:4][C:3]([C:5]2[CH:10]=[CH:9][N:8]3[C:11]([C:14]4[CH:15]=[C:16]([NH:20][C:21]([NH:23][CH2:24][C:25]([F:28])([F:27])[F:26])=[O:22])[CH:17]=[CH:18][CH:19]=4)=[CH:12][N:13]=[C:7]3[CH:6]=2)=[N:1][N:2]=1, predict the reactants needed to synthesize it. The reactants are: [NH:1]([C:3]([C:5]1[CH:10]=[CH:9][N:8]2[C:11]([C:14]3[CH:15]=[C:16]([NH:20][C:21]([NH:23][CH2:24][C:25]([F:28])([F:27])[F:26])=[O:22])[CH:17]=[CH:18][CH:19]=3)=[CH:12][N:13]=[C:7]2[CH:6]=1)=[O:4])[NH2:2].[OH-].[K+].[C:31](=[S:33])=S.[CH3:34]I.